Dataset: Full USPTO retrosynthesis dataset with 1.9M reactions from patents (1976-2016). Task: Predict the reactants needed to synthesize the given product. (1) Given the product [F:1][C:2]1[CH:10]=[C:9]2[C:5]([C:6]([C:11]([OH:12])=[O:28])=[CH:7][NH:8]2)=[CH:4][C:3]=1[C:13]1[CH:14]=[CH:15][C:16]([C:20]2([OH:25])[CH2:21][CH2:23][CH2:22]2)=[CH:17][CH:18]=1, predict the reactants needed to synthesize it. The reactants are: [F:1][C:2]1[CH:10]=[C:9]2[C:5]([C:6]([CH:11]=[O:12])=[CH:7][NH:8]2)=[CH:4][C:3]=1[C:13]1[CH:18]=[CH:17][CH:16]=[CH:15][CH:14]=1.C[C:20](=[CH:22][CH3:23])[CH3:21].Cl([O-])=[O:25].[Na+].[OH2:28].OP([O-])(O)=O.[Na+]. (2) Given the product [Br:33][C:34]1[CH:39]=[CH:38][C:37]([C:22]2[C:23]3[NH:24][C:25]4[C:30](=[CH:29][CH:28]=[CH:27][CH:26]=4)[C:31]=3[CH:32]=[C:20]([C:16]3[CH:17]=[CH:18][C:19]4[NH:7][C:1]5[C:2]([C:14]=4[CH:15]=3)=[CH:3][CH:4]=[CH:5][CH:6]=5)[CH:21]=2)=[CH:36][CH:35]=1, predict the reactants needed to synthesize it. The reactants are: [C:1]1([N:7]2[C:19]3[CH:18]=[CH:17][C:16]([C:20]4[CH:21]=[CH:22][C:23]5[NH:24][C:25]6[C:30]([C:31]=5[CH:32]=4)=[CH:29][CH:28]=[CH:27][CH:26]=6)=[CH:15][C:14]=3C3C2=CC=CC=3)[CH:6]=[CH:5][CH:4]=[CH:3][CH:2]=1.[Br:33][C:34]1[CH:39]=[CH:38][C:37](I)=[CH:36][CH:35]=1.C(=O)([O-])[O-].[K+].[K+].[Na]. (3) Given the product [CH2:1]([N:8]1[CH:13]=[CH:12][CH:11]=[C:10]([O:14][CH3:15])[C:9]1=[S:26])[C:2]1[CH:7]=[CH:6][CH:5]=[CH:4][CH:3]=1, predict the reactants needed to synthesize it. The reactants are: [CH2:1]([N:8]1[CH:13]=[CH:12][CH:11]=[C:10]([O:14][CH3:15])[C:9]1=O)[C:2]1[CH:7]=[CH:6][CH:5]=[CH:4][CH:3]=1.COC1C=CC(P2(SP(C3C=CC(OC)=CC=3)(=S)S2)=[S:26])=CC=1. (4) Given the product [CH3:9][N:10]([C:3]1[N:2]([CH3:1])[CH2:6][CH2:5][N:4]=1)[NH2:11], predict the reactants needed to synthesize it. The reactants are: [CH3:1][N:2]1[CH2:6][CH2:5][N:4]=[C:3]1SC.[CH3:9][NH:10][NH2:11]. (5) Given the product [Cl:1][C:2]1[CH:3]=[CH:4][C:5]([CH2:6][NH:7][C:8]([C:10]2[C:19](=[O:20])[C:18]3[C:13](=[N:14][C:15]([O:25][CH3:26])=[C:16]([CH2:21][CH2:22][CH2:23][OH:24])[CH:17]=3)[N:12]([CH3:27])[CH:11]=2)=[O:9])=[CH:28][CH:29]=1, predict the reactants needed to synthesize it. The reactants are: [Cl:1][C:2]1[CH:29]=[CH:28][C:5]([CH2:6][NH:7][C:8]([C:10]2[C:19](=[O:20])[C:18]3[C:13](=[N:14][C:15]([O:25][CH3:26])=[C:16]([C:21]#[C:22][CH2:23][OH:24])[CH:17]=3)[N:12]([CH3:27])[CH:11]=2)=[O:9])=[CH:4][CH:3]=1. (6) The reactants are: [CH3:1][C:2]1[C:7]([C:8]([F:11])([F:10])[F:9])=[CH:6][CH:5]=[CH:4][C:3]=1[N:12]1[C:16](=[O:17])[N:15]([CH3:18])[N:14]=[N:13]1.N(C1(C#N)CCCCC1)=NC1(C#N)CCCCC1.[Br:37]N1C(=O)CCC1=O.ClC1C=CC=CC=1. Given the product [Br:37][CH2:1][C:2]1[C:7]([C:8]([F:9])([F:10])[F:11])=[CH:6][CH:5]=[CH:4][C:3]=1[N:12]1[C:16](=[O:17])[N:15]([CH3:18])[N:14]=[N:13]1, predict the reactants needed to synthesize it. (7) Given the product [OH:6][CH:5]([CH2:4][OH:3])[CH2:7][O:8][NH:9][C:10]([C:12]1[C:20]([NH:21][C:22]2[CH:27]=[CH:26][C:25]([Br:28])=[CH:24][C:23]=2[Cl:29])=[C:19]([F:30])[C:15]2[N:16]=[CH:17][S:18][C:14]=2[CH:13]=1)=[O:11], predict the reactants needed to synthesize it. The reactants are: CC1(C)[O:6][CH:5]([CH2:7][O:8][NH:9][C:10]([C:12]2[C:20]([NH:21][C:22]3[CH:27]=[CH:26][C:25]([Br:28])=[CH:24][C:23]=3[Cl:29])=[C:19]([F:30])[C:15]3[N:16]=[CH:17][S:18][C:14]=3[CH:13]=2)=[O:11])[CH2:4][O:3]1.FC(F)(F)C(O)=O.C(=O)(O)[O-].[Na+]. (8) The reactants are: [CH3:1][NH:2][C:3]1[CH:8]=[CH:7][CH:6]=[CH:5][CH:4]=1.[Br:9][CH2:10][CH2:11][CH2:12]Br.C([O-])([O-])=O.[K+].[K+].C1OCCOCCOCCOCCOCCOC1. Given the product [Br:9][CH2:10][CH2:11][CH2:12][N:2]([CH3:1])[C:3]1[CH:8]=[CH:7][CH:6]=[CH:5][CH:4]=1, predict the reactants needed to synthesize it.